From a dataset of Merck oncology drug combination screen with 23,052 pairs across 39 cell lines. Regression. Given two drug SMILES strings and cell line genomic features, predict the synergy score measuring deviation from expected non-interaction effect. (1) Drug 1: CN1C(=O)C=CC2(C)C3CCC4(C)C(NC(=O)OCC(F)(F)F)CCC4C3CCC12. Drug 2: CC1CC2C3CCC4=CC(=O)C=CC4(C)C3(F)C(O)CC2(C)C1(O)C(=O)CO. Cell line: UWB1289BRCA1. Synergy scores: synergy=-7.42. (2) Drug 1: Cc1nc(Nc2ncc(C(=O)Nc3c(C)cccc3Cl)s2)cc(N2CCN(CCO)CC2)n1. Drug 2: CNC(=O)c1cc(Oc2ccc(NC(=O)Nc3ccc(Cl)c(C(F)(F)F)c3)cc2)ccn1. Cell line: A427. Synergy scores: synergy=27.9. (3) Drug 1: O=c1[nH]cc(F)c(=O)[nH]1. Drug 2: Cc1nc(Nc2ncc(C(=O)Nc3c(C)cccc3Cl)s2)cc(N2CCN(CCO)CC2)n1. Cell line: NCIH2122. Synergy scores: synergy=-31.2. (4) Drug 1: CS(=O)(=O)CCNCc1ccc(-c2ccc3ncnc(Nc4ccc(OCc5cccc(F)c5)c(Cl)c4)c3c2)o1. Drug 2: Cn1c(=O)n(-c2ccc(C(C)(C)C#N)cc2)c2c3cc(-c4cnc5ccccc5c4)ccc3ncc21. Cell line: NCIH2122. Synergy scores: synergy=52.2. (5) Drug 1: CN1C(=O)C=CC2(C)C3CCC4(C)C(NC(=O)OCC(F)(F)F)CCC4C3CCC12. Drug 2: Cn1c(=O)n(-c2ccc(C(C)(C)C#N)cc2)c2c3cc(-c4cnc5ccccc5c4)ccc3ncc21. Cell line: VCAP. Synergy scores: synergy=42.0. (6) Drug 1: O=C(CCCCCCC(=O)Nc1ccccc1)NO. Drug 2: CCN(CC)CCNC(=O)c1c(C)[nH]c(C=C2C(=O)Nc3ccc(F)cc32)c1C. Cell line: NCIH1650. Synergy scores: synergy=-6.88. (7) Drug 1: C#Cc1cccc(Nc2ncnc3cc(OCCOC)c(OCCOC)cc23)c1. Drug 2: COC1CC2CCC(C)C(O)(O2)C(=O)C(=O)N2CCCCC2C(=O)OC(C(C)CC2CCC(OP(C)(C)=O)C(OC)C2)CC(=O)C(C)C=C(C)C(O)C(OC)C(=O)C(C)CC(C)C=CC=CC=C1C. Cell line: HCT116. Synergy scores: synergy=18.1.